From a dataset of Full USPTO retrosynthesis dataset with 1.9M reactions from patents (1976-2016). Predict the reactants needed to synthesize the given product. The reactants are: [F:1][C:2]1[CH:7]=[CH:6][C:5]([NH:8][C@H:9]2[CH2:13][CH2:12][CH2:11][C@H:10]2[C:14]([O:16]C)=O)=[CH:4][CH:3]=1.[Li+].C[Si]([N-][Si](C)(C)C)(C)C. Given the product [F:1][C:2]1[CH:7]=[CH:6][C:5]([N:8]2[C:14](=[O:16])[C@@H:10]3[C@H:9]2[CH2:13][CH2:12][CH2:11]3)=[CH:4][CH:3]=1, predict the reactants needed to synthesize it.